This data is from Catalyst prediction with 721,799 reactions and 888 catalyst types from USPTO. The task is: Predict which catalyst facilitates the given reaction. (1) Reactant: [CH3:1][N:2]1[CH2:7][CH2:6][C:5](=[CH:8][C:9]2[CH:14]=[CH:13][C:12]([NH2:15])=[CH:11][C:10]=2[C:16]([F:19])([F:18])[F:17])[CH2:4][CH2:3]1. Product: [CH3:1][N:2]1[CH2:3][CH2:4][CH:5]([CH2:8][C:9]2[CH:14]=[CH:13][C:12]([NH2:15])=[CH:11][C:10]=2[C:16]([F:17])([F:19])[F:18])[CH2:6][CH2:7]1. The catalyst class is: 14. (2) Product: [NH2:17][C:15]1[N:14]=[CH:13][N:12]=[C:11]2[N:10]([CH:36]([C:21]3[CH:20]=[C:19]([Cl:18])[C:24]([C:25]#[N:26])=[C:23]([N:27]4[CH2:30][CH:29]([O:31][CH3:32])[CH2:28]4)[C:22]=3[O:33][CH2:34][CH3:35])[CH3:37])[N:9]=[C:8]([CH3:7])[C:16]=12. Reactant: C(=O)([O-])[O-].[Cs+].[Cs+].[CH3:7][C:8]1[C:16]2[C:11](=[N:12][CH:13]=[N:14][C:15]=2[NH2:17])[NH:10][N:9]=1.[Cl:18][C:19]1[C:24]([C:25]#[N:26])=[C:23]([N:27]2[CH2:30][CH:29]([O:31][CH3:32])[CH2:28]2)[C:22]([O:33][CH2:34][CH3:35])=[C:21]([CH:36](Cl)[CH3:37])[CH:20]=1.CN(C)C=O. The catalyst class is: 25. (3) Reactant: C1C=C(Cl)C=C(C(OO)=[O:9])C=1.[N:12]1[CH:17]=[CH:16][CH:15]=[C:14]2[CH2:18][CH2:19][CH2:20][C:13]=12. Product: [N+:12]1([O-:9])[CH:17]=[CH:16][CH:15]=[C:14]2[CH2:18][CH2:19][CH2:20][C:13]=12. The catalyst class is: 2. (4) Reactant: [CH2:1]([O:3][C:4]1[CH:12]=[CH:11][CH:10]=[C:9]2[C:5]=1[CH:6]=[C:7]([C:13]([O:15][CH3:16])=[O:14])[NH:8]2)[CH3:2].[Mg].ClCCl.[NH4+].[Cl-]. Product: [CH2:1]([O:3][C:4]1[CH:12]=[CH:11][CH:10]=[C:9]2[C:5]=1[CH2:6][CH:7]([C:13]([O:15][CH3:16])=[O:14])[NH:8]2)[CH3:2]. The catalyst class is: 5. (5) Reactant: C(OC([N:8]1[CH2:11][CH:10]([C:12](=[O:21])[C:13]2[CH:18]=[CH:17][C:16]([O:19][CH3:20])=[CH:15][CH:14]=2)[CH2:9]1)=O)(C)(C)C.[C:22]([OH:28])([C:24]([F:27])([F:26])[F:25])=[O:23]. Product: [F:25][C:24]([F:27])([F:26])[C:22]([OH:28])=[O:23].[NH:8]1[CH2:11][CH:10]([C:12]([C:13]2[CH:18]=[CH:17][C:16]([O:19][CH3:20])=[CH:15][CH:14]=2)=[O:21])[CH2:9]1.[C:22]([OH:28])([C:24]([F:27])([F:26])[F:25])=[O:23]. The catalyst class is: 2. (6) Reactant: [NH:1]1C=CN=[C:2]1[C:6]1[C:7]([O:24][CH3:25])=[CH:8][C:9]([CH:21]([CH3:23])[CH3:22])=[C:10]([CH:20]=1)[O:11][C:12]1[C:13]([NH2:19])=[N:14][C:15]([NH2:18])=[N:16][CH:17]=1.[OH-:26].[Na+]. Product: [NH2:18][C:15]1[N:14]=[C:13]([NH2:19])[C:12]([O:11][C:10]2[C:9]([CH:21]([CH3:23])[CH3:22])=[CH:8][C:7]([O:24][CH3:25])=[C:6]([CH:20]=2)[C:2]([NH2:1])=[O:26])=[CH:17][N:16]=1. The catalyst class is: 8. (7) The catalyst class is: 3. Reactant: [CH3:1][O:2][C:3](=[O:29])[CH:4]=[C:5]([C:7]1[CH:28]=[CH:27][C:10]2[S:11][CH:12]=[C:13]([C:14]3[CH:19]=[C:18]([CH:20]([CH3:22])[CH3:21])[CH:17]=[C:16]([CH:23]([CH3:25])[CH3:24])[C:15]=3[OH:26])[C:9]=2[CH:8]=1)[CH3:6].[F-].[Cs+].Br[CH2:33][CH2:34][CH2:35][F:36].O. Product: [CH3:1][O:2][C:3](=[O:29])[CH:4]=[C:5]([C:7]1[CH:28]=[CH:27][C:10]2[S:11][CH:12]=[C:13]([C:14]3[CH:19]=[C:18]([CH:20]([CH3:22])[CH3:21])[CH:17]=[C:16]([CH:23]([CH3:24])[CH3:25])[C:15]=3[O:26][CH2:33][CH2:34][CH2:35][F:36])[C:9]=2[CH:8]=1)[CH3:6].